Predict the product of the given reaction. From a dataset of Forward reaction prediction with 1.9M reactions from USPTO patents (1976-2016). Given the reactants Br[C:2]1[CH:7]=[CH:6][C:5]([OH:8])=[C:4]([Cl:9])[CH:3]=1.[B:10]1([B:10]2[O:14][C:13]([CH3:16])([CH3:15])[C:12]([CH3:18])([CH3:17])[O:11]2)[O:14][C:13]([CH3:16])([CH3:15])[C:12]([CH3:18])([CH3:17])[O:11]1.C([O-])(=O)C.[K+].N#N, predict the reaction product. The product is: [Cl:9][C:4]1[CH:3]=[C:2]([B:10]2[O:14][C:13]([CH3:16])([CH3:15])[C:12]([CH3:18])([CH3:17])[O:11]2)[CH:7]=[CH:6][C:5]=1[OH:8].